From a dataset of Forward reaction prediction with 1.9M reactions from USPTO patents (1976-2016). Predict the product of the given reaction. (1) Given the reactants [F:1][C:2]1[CH:7]=[C:6]([F:8])[CH:5]=[CH:4][C:3]=1[NH:9][S:10]([C:13]1[CH:18]=[CH:17][CH:16]=[C:15]([O:19][CH3:20])[CH:14]=1)(=[O:12])=[O:11].C([N-]C(C)C)(C)C.[Li+].[CH:29]([Si:32]([CH:47]([CH3:49])[CH3:48])([CH:44]([CH3:46])[CH3:45])[N:33]1[C:37]2=[N:38][CH:39]=[CH:40][CH:41]=[C:36]2[C:35]([CH:42]=[O:43])=[CH:34]1)([CH3:31])[CH3:30].O, predict the reaction product. The product is: [F:1][C:2]1[C:7]([CH:42]([OH:43])[C:35]2[C:36]3[C:37](=[N:38][CH:39]=[CH:40][CH:41]=3)[N:33]([Si:32]([CH:44]([CH3:46])[CH3:45])([CH:47]([CH3:49])[CH3:48])[CH:29]([CH3:30])[CH3:31])[CH:34]=2)=[C:6]([F:8])[CH:5]=[CH:4][C:3]=1[NH:9][S:10]([C:13]1[CH:18]=[CH:17][CH:16]=[C:15]([O:19][CH3:20])[CH:14]=1)(=[O:11])=[O:12]. (2) Given the reactants Br[C:2]1[CH:18]=[CH:17][C:5]([O:6][Si:7]([CH:14]([CH3:16])[CH3:15])([CH:11]([CH3:13])[CH3:12])[CH:8]([CH3:10])[CH3:9])=[C:4]([F:19])[C:3]=1[CH3:20].C(=O)=O.CC(C)=O.[Li]CCCC.C(O[B:37]1[O:41][C:40]([CH3:43])([CH3:42])[C:39]([CH3:45])([CH3:44])[O:38]1)(C)C, predict the reaction product. The product is: [F:19][C:4]1[C:3]([CH3:20])=[C:2]([B:37]2[O:41][C:40]([CH3:43])([CH3:42])[C:39]([CH3:45])([CH3:44])[O:38]2)[CH:18]=[CH:17][C:5]=1[O:6][Si:7]([CH:14]([CH3:16])[CH3:15])([CH:11]([CH3:13])[CH3:12])[CH:8]([CH3:10])[CH3:9]. (3) Given the reactants [C:1]([C:3]1[C:4]([N:22]2[CH2:27][CH2:26][CH:25]([C:28](O)=[O:29])[CH2:24][CH2:23]2)=[N:5][C:6]([CH2:15][N:16]2[CH2:20][CH2:19][CH2:18][C:17]2=[O:21])=[C:7]([C:9](=[O:14])[CH2:10][CH2:11][CH:12]=[CH2:13])[CH:8]=1)#[N:2].[CH3:31][N:32]([C:37]1[CH:42]=[CH:41][CH:40]=[CH:39][CH:38]=1)[S:33]([NH2:36])(=[O:35])=[O:34], predict the reaction product. The product is: [C:1]([C:3]1[C:4]([N:22]2[CH2:23][CH2:24][CH:25]([C:28]([NH:36][S:33]([N:32]([CH3:31])[C:37]3[CH:42]=[CH:41][CH:40]=[CH:39][CH:38]=3)(=[O:35])=[O:34])=[O:29])[CH2:26][CH2:27]2)=[N:5][C:6]([CH2:15][N:16]2[CH2:20][CH2:19][CH2:18][C:17]2=[O:21])=[C:7]([C:9](=[O:14])[CH2:10][CH2:11][CH:12]=[CH2:13])[CH:8]=1)#[N:2]. (4) Given the reactants [CH3:1][O:2][C:3]1[CH:8]=[CH:7][C:6]([C:9]2[C:17]3[C:12](=[CH:13][CH:14]=[C:15]([NH:18][C:19]([C:21]4[CH:30]=[CH:29][C:24]([C:25]([O:27][CH3:28])=[O:26])=[CH:23][CH:22]=4)=[O:20])[CH:16]=3)[N:11](C3CCCCO3)[N:10]=2)=[CH:5][CH:4]=1.C(=O)(O)[O-].[Na+], predict the reaction product. The product is: [CH3:1][O:2][C:3]1[CH:4]=[CH:5][C:6]([C:9]2[C:17]3[C:12](=[CH:13][CH:14]=[C:15]([NH:18][C:19]([C:21]4[CH:30]=[CH:29][C:24]([C:25]([O:27][CH3:28])=[O:26])=[CH:23][CH:22]=4)=[O:20])[CH:16]=3)[NH:11][N:10]=2)=[CH:7][CH:8]=1. (5) Given the reactants [Cl:1][C:2]1[CH:10]=[CH:9][CH:8]=[C:7]([I:11])[C:3]=1[C:4](O)=[O:5].B.O1CCCC1.CO.Cl, predict the reaction product. The product is: [Cl:1][C:2]1[CH:10]=[CH:9][CH:8]=[C:7]([I:11])[C:3]=1[CH2:4][OH:5]. (6) Given the reactants C([Si](C(C)C)(C(C)C)[O:5][CH2:6][C@@H:7]1[C@@H:14]2[C@@H:10]([O:11][C:12](=[O:15])[CH2:13]2)[CH2:9][C@H:8]1[O:16][CH2:17][C:18]1[CH:23]=[CH:22][CH:21]=[CH:20][CH:19]=1)(C)C.CCCC[N+](CCCC)(CCCC)CCCC.[F-], predict the reaction product. The product is: [OH:5][CH2:6][C@@H:7]1[C@@H:14]2[C@@H:10]([O:11][C:12](=[O:15])[CH2:13]2)[CH2:9][C@H:8]1[O:16][CH2:17][C:18]1[CH:19]=[CH:20][CH:21]=[CH:22][CH:23]=1.